Predict the product of the given reaction. From a dataset of Forward reaction prediction with 1.9M reactions from USPTO patents (1976-2016). Given the reactants [Si]([O:18][CH:19]1[CH2:22][N:21]([C:23]2[S:24][CH:25]=[C:26]([C:28](=[O:52])[NH:29][C@H:30]([CH2:33][O:34][Si](C(C)(C)C)(C3C=CC=CC=3)C3C=CC=CC=3)[CH2:31][CH3:32])[N:27]=2)[CH2:20]1)(C(C)(C)C)(C1C=CC=CC=1)C1C=CC=CC=1.[F-].C([N+](CCCC)(CCCC)CCCC)CCC, predict the reaction product. The product is: [OH:18][CH:19]1[CH2:22][N:21]([C:23]2[S:24][CH:25]=[C:26]([C:28](=[O:52])[NH:29][C@H:30]([CH2:33][OH:34])[CH2:31][CH3:32])[N:27]=2)[CH2:20]1.